From a dataset of Full USPTO retrosynthesis dataset with 1.9M reactions from patents (1976-2016). Predict the reactants needed to synthesize the given product. (1) Given the product [C:1]([O:5][C:6]([N:8]([O:26][C:27]([O:29][C:30]([CH3:32])([CH3:31])[CH3:33])=[O:28])[C:9]1([CH3:25])[C:13](=[O:14])[N:12]([CH3:15])[N:11]=[C:10]1[C:16]1[CH:17]=[CH:18][C:19]([C:20]([N:39]2[CH2:40][CH2:41][C:36]([F:42])([F:35])[CH2:37][CH2:38]2)=[O:22])=[CH:23][CH:24]=1)=[O:7])([CH3:4])([CH3:3])[CH3:2], predict the reactants needed to synthesize it. The reactants are: [C:1]([O:5][C:6]([N:8]([O:26][C:27]([O:29][C:30]([CH3:33])([CH3:32])[CH3:31])=[O:28])[C:9]1([CH3:25])[C:13](=[O:14])[N:12]([CH3:15])[N:11]=[C:10]1[C:16]1[CH:24]=[CH:23][C:19]([C:20]([OH:22])=O)=[CH:18][CH:17]=1)=[O:7])([CH3:4])([CH3:3])[CH3:2].Cl.[F:35][C:36]1([F:42])[CH2:41][CH2:40][NH:39][CH2:38][CH2:37]1. (2) Given the product [NH2:51][C:20]1[CH:19]=[C:18]([O:17][C:14]2[CH:13]=[CH:12][C:11]([NH:10][C:8]([C:5]3[C:4](=[O:27])[N:3]([C:28]4[CH:29]=[CH:30][CH:31]=[CH:32][CH:33]=4)[N:2]([CH3:1])[C:6]=3[CH3:7])=[O:9])=[N:16][CH:15]=2)[CH:23]=[CH:22][N:21]=1, predict the reactants needed to synthesize it. The reactants are: [CH3:1][N:2]1[C:6]([CH3:7])=[C:5]([C:8]([NH:10][C:11]2[N:16]=[CH:15][C:14]([O:17][C:18]3[CH:23]=[CH:22][N:21]=[C:20](C(N)=O)[CH:19]=3)=[CH:13][CH:12]=2)=[O:9])[C:4](=[O:27])[N:3]1[C:28]1[CH:33]=[CH:32][CH:31]=[CH:30][CH:29]=1.C(OI(C1C=CC=CC=1)OC(=O)C)(=O)C.CC#[N:51]. (3) Given the product [Cl:10][C:11]1[C:12]([CH3:24])=[C:13]([C:14]([N:2]2[CH2:3][C:4]3[C:9](=[CH:8][CH:7]=[CH:6][CH:5]=3)[CH2:1]2)=[O:15])[C:17]([O:22][CH3:23])=[CH:18][C:19]=1[O:20][CH3:21], predict the reactants needed to synthesize it. The reactants are: [CH2:1]1[C:9]2[C:4](=[CH:5][CH:6]=[CH:7][CH:8]=2)[CH2:3][NH:2]1.[Cl:10][C:11]1[C:12]([CH3:24])=[C:13]([C:17]([O:22][CH3:23])=[CH:18][C:19]=1[O:20][CH3:21])[C:14](O)=[O:15].C(N(C(C)C)CC)(C)C.P(F)(F)(F)(F)F.N1(OC(N(C)C)=[N+](C)C)C2N=CC=CC=2N=N1.C([O-])(O)=O.[Na+]. (4) Given the product [CH3:21][O:15][C:14]([C@@:2]1([NH2:1])[CH2:6][CH2:5][C@H:4]([C:7]2[CH:12]=[CH:11][C:10]([Br:13])=[CH:9][CH:8]=2)[CH2:3]1)=[O:16], predict the reactants needed to synthesize it. The reactants are: [NH2:1][C@:2]1([C:14]([OH:16])=[O:15])[CH2:6][CH2:5][C@H:4]([C:7]2[CH:12]=[CH:11][C:10]([Br:13])=[CH:9][CH:8]=2)[CH2:3]1.S(Cl)(Cl)=O.[CH3:21]O. (5) Given the product [CH:11]1([O:15][C:2]2[CH:7]=[CH:6][C:5]([N+:8]([O-:10])=[O:9])=[CH:4][N:3]=2)[CH2:14][CH2:13][CH2:12]1, predict the reactants needed to synthesize it. The reactants are: Cl[C:2]1[CH:7]=[CH:6][C:5]([N+:8]([O-:10])=[O:9])=[CH:4][N:3]=1.[CH:11]1([OH:15])[CH2:14][CH2:13][CH2:12]1.[H-].[Na+]. (6) Given the product [C:1]([O:5][C:6](=[O:7])[NH:8][C@H:9]([CH2:29][C:30]1[CH:35]=[C:34]([F:36])[C:33]([F:37])=[CH:32][C:31]=1[F:38])[CH2:10][C:11]([N:13]1[CH2:18][CH2:17][N:16]2[C:19]([C:25]([F:28])([F:27])[F:26])=[N:20][C:21]([C:22](=[O:23])[NH:42][CH:39]3[CH2:41][CH2:40]3)=[C:15]2[CH2:14]1)=[O:12])([CH3:2])([CH3:3])[CH3:4], predict the reactants needed to synthesize it. The reactants are: [C:1]([O:5][C:6]([NH:8][C@H:9]([CH2:29][C:30]1[CH:35]=[C:34]([F:36])[C:33]([F:37])=[CH:32][C:31]=1[F:38])[CH2:10][C:11]([N:13]1[CH2:18][CH2:17][N:16]2[C:19]([C:25]([F:28])([F:27])[F:26])=[N:20][C:21]([C:22](O)=[O:23])=[C:15]2[CH2:14]1)=[O:12])=[O:7])([CH3:4])([CH3:3])[CH3:2].[CH:39]1([NH2:42])[CH2:41][CH2:40]1.O=C1N(P(Cl)(N2CCOC2=O)=O)CCO1.C(N(CC)CC)C. (7) Given the product [CH3:19][O:20][C:21]1[CH:22]=[CH:23][C:24]([CH2:27][C:33]([C:32]2[CH:31]=[C:30]([O:29][CH3:28])[C:37]([O:38][CH3:39])=[C:36]([O:40][CH3:41])[CH:35]=2)=[O:45])=[N:25][CH:26]=1, predict the reactants needed to synthesize it. The reactants are: [Li]CCCC.CCCCCC.C(NC(C)C)(C)C.[CH3:19][O:20][C:21]1[CH:22]=[CH:23][C:24]([CH3:27])=[N:25][CH:26]=1.[CH3:28][O:29][C:30]1[CH:31]=[C:32]([CH:35]=[C:36]([O:40][CH3:41])[C:37]=1[O:38][CH3:39])[C:33]#N.C1C[O:45]CC1. (8) Given the product [NH2:1][C:2]1[N:7]=[C:6]([NH:8][CH2:9][CH2:10][CH2:11][CH3:12])[C:5]([CH2:13][C:14]2[CH:19]=[CH:18][C:17]([CH2:20][C:21]([O:23][CH2:27][CH2:28][OH:29])=[O:22])=[CH:16][C:15]=2[O:24][CH3:25])=[C:4]([CH3:26])[N:3]=1, predict the reactants needed to synthesize it. The reactants are: [NH2:1][C:2]1[N:7]=[C:6]([NH:8][CH2:9][CH2:10][CH2:11][CH3:12])[C:5]([CH2:13][C:14]2[CH:19]=[CH:18][C:17]([CH2:20][C:21]([OH:23])=[O:22])=[CH:16][C:15]=2[O:24][CH3:25])=[C:4]([CH3:26])[N:3]=1.[CH2:27](O)[CH2:28][OH:29].CCN(C(C)C)C(C)C.CN(C(ON1N=NC2C=CC=NC1=2)=[N+](C)C)C.F[P-](F)(F)(F)(F)F. (9) Given the product [O:14]1[CH2:13][CH2:12][N:11]([CH2:10][C:7]2[CH:8]=[CH:9][C:4]([NH2:1])=[CH:5][CH:6]=2)[CH2:16][CH2:15]1, predict the reactants needed to synthesize it. The reactants are: [N+:1]([C:4]1[CH:9]=[CH:8][C:7]([CH2:10][N:11]2[CH2:16][CH2:15][O:14][CH2:13][CH2:12]2)=[CH:6][CH:5]=1)([O-])=O.C(O)(=O)C. (10) Given the product [Cl:1][C:2]1[C:3]([C:4]([OH:6])=[O:5])=[CH:7][CH:8]=[C:9]([C:11]([OH:20])=[O:12])[N:10]=1, predict the reactants needed to synthesize it. The reactants are: [Cl:1][C:2]1[N:10]=[C:9]([CH3:11])[CH:8]=[CH:7][C:3]=1[C:4]([OH:6])=[O:5].[OH-:12].[K+].[Mn]([O-])(=O)(=O)=O.[K+].[OH2:20].